This data is from Full USPTO retrosynthesis dataset with 1.9M reactions from patents (1976-2016). The task is: Predict the reactants needed to synthesize the given product. (1) Given the product [OH:1][C:2]1[CH:7]=[CH:6][C:5]([C:8]2[N:12]([CH2:13][C:14]([NH:35][CH2:36][CH2:37][O:38][CH2:39][CH2:40][O:41][CH2:42][CH2:43][O:44][CH2:45][CH2:46][NH:47][C:48]([CH2:50][CH2:51][C@H:52]([NH:60][C:61]([C:63]3[CH:64]=[CH:65][C:66]([NH:69][CH3:70])=[CH:67][CH:68]=3)=[O:62])[C:53]([O:55][C:56]([CH3:57])([CH3:58])[CH3:59])=[O:54])=[O:49])=[O:16])[N:11]=[C:10]3[C:17]4[CH:18]=[CH:19][CH:20]=[C:21]([NH:25][C:26](=[O:27])[NH:28][N:29]5[CH2:30][CH2:31][O:32][CH2:33][CH2:34]5)[C:22]=4[C:23](=[O:24])[C:9]=23)=[CH:4][CH:3]=1, predict the reactants needed to synthesize it. The reactants are: [OH:1][C:2]1[CH:7]=[CH:6][C:5]([C:8]2[N:12]([CH2:13][C:14]([OH:16])=O)[N:11]=[C:10]3[C:17]4[CH:18]=[CH:19][CH:20]=[C:21]([NH:25][C:26]([NH:28][N:29]5[CH2:34][CH2:33][O:32][CH2:31][CH2:30]5)=[O:27])[C:22]=4[C:23](=[O:24])[C:9]=23)=[CH:4][CH:3]=1.[NH2:35][CH2:36][CH2:37][O:38][CH2:39][CH2:40][O:41][CH2:42][CH2:43][O:44][CH2:45][CH2:46][NH:47][C:48]([CH2:50][CH2:51][C@H:52]([NH:60][C:61]([C:63]1[CH:68]=[CH:67][C:66]([N:69](C(OCC2C=CC=CC=2)=O)[CH3:70])=[CH:65][CH:64]=1)=[O:62])[C:53]([O:55][C:56]([CH3:59])([CH3:58])[CH3:57])=[O:54])=[O:49].CN(C(ON1N=NC2C=CC=CC1=2)=[N+](C)C)C.F[P-](F)(F)(F)(F)F.CCN(C(C)C)C(C)C. (2) Given the product [CH3:1][C:2]1[N:3]=[CH:4][N:5]([C:7]2[CH:8]=[C:25]([CH:12]=[C:13]([C:15]([F:18])([F:17])[F:16])[CH:14]=2)[C:26]([OH:21])=[O:19])[CH:6]=1, predict the reactants needed to synthesize it. The reactants are: [CH3:1][C:2]1[N:3]=[CH:4][N:5]([C:7]2[CH:8]=C([CH:12]=[C:13]([C:15]([F:18])([F:17])[F:16])[CH:14]=2)C#N)[CH:6]=1.[OH-:19].[Na+].[O:21]1[CH2:26][CH2:25]OCC1. (3) Given the product [C:1]([NH:5][C:6]1[C:11]([C:12]([NH:54][C:50]([CH3:51])([C:52]#[CH:53])[CH3:49])=[O:14])=[CH:10][N:9]=[C:8]([C:15]([F:18])([F:17])[F:16])[N:7]=1)([CH3:2])([CH3:3])[CH3:4], predict the reactants needed to synthesize it. The reactants are: [C:1]([NH:5][C:6]1[C:11]([C:12]([OH:14])=O)=[CH:10][N:9]=[C:8]([C:15]([F:18])([F:17])[F:16])[N:7]=1)([CH3:4])([CH3:3])[CH3:2].CCN=C=NCCCN(C)C.C1C=CC2N(O)N=NC=2C=1.CCN(C(C)C)C(C)C.[CH3:49][C:50]([NH2:54])([C:52]#[CH:53])[CH3:51]. (4) Given the product [F:22][C:23]1[CH:28]=[CH:27][C:26]2[NH:29][C:20]([C:18]3[CH:17]=[CH:16][N:15]=[C:14]([O:13][CH2:12][CH2:11][CH2:10][CH2:9][N:5]4[CH2:6][CH2:7][CH2:8][N:2]([CH3:1])[CH2:3][CH2:4]4)[CH:19]=3)=[N:30][C:25]=2[C:24]=1[CH3:31], predict the reactants needed to synthesize it. The reactants are: [CH3:1][N:2]1[CH2:8][CH2:7][CH2:6][N:5]([CH2:9][CH2:10][CH2:11][CH2:12][O:13][C:14]2[CH:19]=[C:18]([CH:20]=O)[CH:17]=[CH:16][N:15]=2)[CH2:4][CH2:3]1.[F:22][C:23]1[C:24]([CH3:31])=[C:25]([NH2:30])[C:26]([NH2:29])=[CH:27][CH:28]=1. (5) Given the product [C:43]([CH2:42][CH2:41][C:10]1[C:11]([CH2:15][CH2:16][CH2:17][CH2:18][CH2:19][CH2:20][O:21][C:22]2[CH:23]=[C:24]([C:31]3[CH:36]=[CH:35][C:34]([S:37]([CH3:40])(=[O:38])=[O:39])=[CH:33][CH:32]=3)[CH:25]=[C:26]([O:28][CH2:29][CH3:30])[CH:27]=2)=[CH:12][CH:13]=[CH:14][C:9]=1[O:8][CH2:7][CH2:6][CH2:5][C:4]([OH:48])=[O:3])([OH:45])=[O:44], predict the reactants needed to synthesize it. The reactants are: C([O:3][C:4](=[O:48])[CH2:5][CH2:6][CH2:7][O:8][C:9]1[CH:14]=[CH:13][CH:12]=[C:11]([CH2:15][CH2:16][CH2:17][CH2:18][CH2:19][CH2:20][O:21][C:22]2[CH:23]=[C:24]([C:31]3[CH:36]=[CH:35][C:34]([S:37]([CH3:40])(=[O:39])=[O:38])=[CH:33][CH:32]=3)[CH:25]=[C:26]([O:28][CH2:29][CH3:30])[CH:27]=2)[C:10]=1[CH2:41][CH2:42][C:43]([O:45]CC)=[O:44])C.[OH-].[Na+]. (6) Given the product [Cl:5][C:6]1[CH:7]=[C:8]2[C:13]([CH:12]=[CH:11][CH:10]=[C:9]2[C:16](=[O:19])[CH2:17][CH3:18])=[CH:14][CH:15]=1, predict the reactants needed to synthesize it. The reactants are: [Cl-].[Al+3].[Cl-].[Cl-].[Cl:5][C:6]1[CH:15]=[CH:14][C:13]2[C:8](=[CH:9][CH:10]=[CH:11][CH:12]=2)[CH:7]=1.[C:16](Cl)(=[O:19])[CH2:17][CH3:18].Cl. (7) Given the product [NH2:25][C@@H:3]1[C:2](=[O:1])[N:8]([C:9]2[CH:14]=[CH:13][CH:12]=[CH:11][N:10]=2)[C:7]2[CH:15]=[CH:16][CH:17]=[CH:18][C:6]=2[C:5]([C:19]2[CH:24]=[CH:23][CH:22]=[CH:21][CH:20]=2)=[N:4]1, predict the reactants needed to synthesize it. The reactants are: [O:1]=[C:2]1[N:8]([C:9]2[CH:14]=[CH:13][CH:12]=[CH:11][N:10]=2)[C:7]2[CH:15]=[CH:16][CH:17]=[CH:18][C:6]=2[C:5]([C:19]2[CH:24]=[CH:23][CH:22]=[CH:21][CH:20]=2)=[N:4][CH:3]1[NH:25]C(=O)OCC1C=CC=CC=1.Br.CC(O)=O.